The task is: Regression. Given two drug SMILES strings and cell line genomic features, predict the synergy score measuring deviation from expected non-interaction effect.. This data is from NCI-60 drug combinations with 297,098 pairs across 59 cell lines. (1) Drug 1: C1CCC(C1)C(CC#N)N2C=C(C=N2)C3=C4C=CNC4=NC=N3. Drug 2: C1C(C(OC1N2C=NC3=C(N=C(N=C32)Cl)N)CO)O. Cell line: ACHN. Synergy scores: CSS=9.08, Synergy_ZIP=-4.75, Synergy_Bliss=-1.53, Synergy_Loewe=-12.2, Synergy_HSA=-1.96. (2) Drug 1: CS(=O)(=O)C1=CC(=C(C=C1)C(=O)NC2=CC(=C(C=C2)Cl)C3=CC=CC=N3)Cl. Drug 2: CN1CCC(CC1)COC2=C(C=C3C(=C2)N=CN=C3NC4=C(C=C(C=C4)Br)F)OC. Cell line: SK-OV-3. Synergy scores: CSS=10.8, Synergy_ZIP=-5.36, Synergy_Bliss=-1.55, Synergy_Loewe=-14.8, Synergy_HSA=-1.77.